From a dataset of Full USPTO retrosynthesis dataset with 1.9M reactions from patents (1976-2016). Predict the reactants needed to synthesize the given product. (1) Given the product [ClH:33].[CH3:1][NH:2][CH2:10][CH2:11][NH:12][C:13](=[O:40])[C:14]1[CH:19]=[CH:18][C:17](/[CH:20]=[CH:21]/[CH:22]([C:27]2[CH:28]=[C:29]([Cl:35])[C:30]([Cl:34])=[C:31]([Cl:33])[CH:32]=2)[C:23]([F:24])([F:25])[F:26])=[CH:16][C:15]=1[C:36]([F:37])([F:39])[F:38], predict the reactants needed to synthesize it. The reactants are: [CH3:1][N:2]([CH2:10][CH2:11][NH:12][C:13](=[O:40])[C:14]1[CH:19]=[CH:18][C:17](/[CH:20]=[CH:21]/[CH:22]([C:27]2[CH:32]=[C:31]([Cl:33])[C:30]([Cl:34])=[C:29]([Cl:35])[CH:28]=2)[C:23]([F:26])([F:25])[F:24])=[CH:16][C:15]=1[C:36]([F:39])([F:38])[F:37])C(=O)OC(C)(C)C.Cl. (2) Given the product [NH2:24][C:23]1[C:22]([C:30]#[C:29][CH2:28][CH2:27][CH2:26][OH:31])=[N:21][CH:20]=[N:19][C:18]=1[NH:17][C:4]1[CH:5]=[CH:6][C:7]([O:8][CH2:9][C:10]2[CH:15]=[CH:14][CH:13]=[C:12]([F:16])[CH:11]=2)=[C:2]([Cl:1])[CH:3]=1, predict the reactants needed to synthesize it. The reactants are: [Cl:1][C:2]1[CH:3]=[C:4]([NH:17][C:18]2[C:23]([NH2:24])=[C:22](I)[N:21]=[CH:20][N:19]=2)[CH:5]=[CH:6][C:7]=1[O:8][CH2:9][C:10]1[CH:15]=[CH:14][CH:13]=[C:12]([F:16])[CH:11]=1.[CH2:26]([OH:31])[CH2:27][CH2:28][C:29]#[CH:30]. (3) Given the product [Br:1][C:2]1[CH:3]=[CH:4][C:5]([CH3:11])=[C:6]([CH:10]=1)[C:7]([NH2:13])=[O:8], predict the reactants needed to synthesize it. The reactants are: [Br:1][C:2]1[CH:3]=[CH:4][C:5]([CH3:11])=[C:6]([CH:10]=1)[C:7](O)=[O:8].C[N:13](C(ON1N=NC2C=CC=NC1=2)=[N+](C)C)C.F[P-](F)(F)(F)(F)F.CCN(C(C)C)C(C)C.[NH4+].[OH-]. (4) Given the product [C:39]([C:7]1[CH:16]=[CH:15][C:14]2[C:9](=[CH:10][C:11]([C:30](=[O:29])[CH3:31])=[CH:12][CH:13]=2)[CH:8]=1)(=[O:73])[CH3:40], predict the reactants needed to synthesize it. The reactants are: FC(F)(F)S(O[C:7]1[CH:16]=[CH:15][C:14]2[C:9](=[CH:10][C:11](OS(C(F)(F)F)(=O)=O)=[CH:12][CH:13]=2)[CH:8]=1)(=O)=O.C([O:29][CH2:30][CH2:31]CC)=C.C(N([CH2:39][CH3:40])CC)C.C1(P(C2C=CC=CC=2)CCCP(C2C=CC=CC=2)C2C=CC=CC=2)C=CC=CC=1.CN(C)C=[O:73]. (5) Given the product [F:15][C:11]1[CH:12]=[CH:13][CH:14]=[C:9]([C:6]2[CH:7]=[CH:8][C:3]([CH2:2][NH:1][C:22](=[O:23])[C:24]3[CH:25]=[CH:26][C:27]([C:28]([O:30][CH3:31])=[O:29])=[CH:32][CH:33]=3)=[C:4]([F:20])[CH:5]=2)[C:10]=1[C:16]([O:18][CH3:19])=[O:17], predict the reactants needed to synthesize it. The reactants are: [NH2:1][CH2:2][C:3]1[CH:8]=[CH:7][C:6]([C:9]2[C:10]([C:16]([O:18][CH3:19])=[O:17])=[C:11]([F:15])[CH:12]=[CH:13][CH:14]=2)=[CH:5][C:4]=1[F:20].Cl[C:22]([C:24]1[CH:33]=[CH:32][C:27]([C:28]([O:30][CH3:31])=[O:29])=[CH:26][CH:25]=1)=[O:23].C(N(CC)CC)C.